Dataset: Reaction yield outcomes from USPTO patents with 853,638 reactions. Task: Predict the reaction yield, written as a fraction of the theoretical maximum amount of product (1.0 means a 100% yield; for example, 0.34 means a 34% yield). (1) The reactants are [CH3:1][O:2][C:3]1[CH:53]=[CH:52][C:6]([C:7]([O:20][CH2:21][C@@H:22]([C@H:49]([CH3:51])[OH:50])[NH:23][C:24](=[O:48])[CH2:25][CH2:26][CH2:27][CH2:28][CH2:29][NH:30]C(OCC2C3C(=CC=CC=3)C3C2=CC=CC=3)=O)([C:14]2[CH:19]=[CH:18][CH:17]=[CH:16][CH:15]=2)[C:8]2[CH:13]=[CH:12][CH:11]=[CH:10][CH:9]=2)=[CH:5][CH:4]=1.N1CCCCC1. The catalyst is CN(C=O)C. The product is [CH3:1][O:2][C:3]1[CH:4]=[CH:5][C:6]([C:7]([O:20][CH2:21][C@@H:22]([C@H:49]([CH3:51])[OH:50])[NH:23][C:24](=[O:48])[CH2:25][CH2:26][CH2:27][CH2:28][CH2:29][NH2:30])([C:14]2[CH:19]=[CH:18][CH:17]=[CH:16][CH:15]=2)[C:8]2[CH:9]=[CH:10][CH:11]=[CH:12][CH:13]=2)=[CH:52][CH:53]=1. The yield is 0.710. (2) The yield is 0.0700. The reactants are [F:1][C:2]([F:24])([F:23])[C:3]1[CH:4]=[C:5]([C:13]2[N:17]=[CH:16][N:15](/[CH:18]=[CH:19]\[C:20](O)=[O:21])[N:14]=2)[CH:6]=[C:7]([C:9]([F:12])([F:11])[F:10])[CH:8]=1.[CH3:25][CH:26]1[N:31]([CH2:32][C:33]([NH:35][NH2:36])=[O:34])[CH:30]([CH3:37])[CH2:29][O:28][CH2:27]1.C(P1(=O)OP(CCC)(=O)OP(CCC)(=O)O1)CC.CCN(C(C)C)C(C)C. The catalyst is C1COCC1.O. The product is [F:24][C:2]([F:23])([F:1])[C:3]1[CH:4]=[C:5]([C:13]2[N:17]=[CH:16][N:15](/[CH:18]=[CH:19]\[C:20]([NH:36][NH:35][C:33](=[O:34])[CH2:32][N:31]3[CH:26]([CH3:25])[CH2:27][O:28][CH2:29][CH:30]3[CH3:37])=[O:21])[N:14]=2)[CH:6]=[C:7]([C:9]([F:12])([F:11])[F:10])[CH:8]=1. (3) The reactants are [Cl:1][C:2]1[CH:3]=[C:4]([C@H:9]2[C@H:14]([NH:15][CH2:16][CH2:17][NH:18][C:19]3[CH:24]=[CH:23][CH:22]=[CH:21][CH:20]=3)[CH2:13][CH2:12][N:11]([C:25]([O:27][C:28]([CH3:31])([CH3:30])[CH3:29])=[O:26])[CH2:10]2)[CH:5]=[CH:6][C:7]=1[Cl:8].C(N(CC)CC)C.[C:39](=O)(OC(Cl)(Cl)Cl)[O:40]C(Cl)(Cl)Cl.O. The catalyst is C1COCC1. The product is [Cl:1][C:2]1[CH:3]=[C:4]([C@H:9]2[C@H:14]([N:15]3[CH2:16][CH2:17][N:18]([C:19]4[CH:20]=[CH:21][CH:22]=[CH:23][CH:24]=4)[C:39]3=[O:40])[CH2:13][CH2:12][N:11]([C:25]([O:27][C:28]([CH3:31])([CH3:30])[CH3:29])=[O:26])[CH2:10]2)[CH:5]=[CH:6][C:7]=1[Cl:8]. The yield is 0.180. (4) The reactants are [O:1]1[CH2:5][CH2:4][CH:3]([C:6]([OH:8])=[O:7])[CH2:2]1.C([O-])([O-])=O.[K+].[K+].[CH2:15](Br)[C:16]1[CH:21]=[CH:20][CH:19]=[CH:18][CH:17]=1. The catalyst is CN(C=O)C.CCOC(C)=O. The product is [CH2:15]([O:7][C:6]([CH:3]1[CH2:4][CH2:5][O:1][CH2:2]1)=[O:8])[C:16]1[CH:21]=[CH:20][CH:19]=[CH:18][CH:17]=1. The yield is 0.980. (5) The reactants are [F:1][C:2]([F:30])([C:16]1[CH:17]=[C:18]2[C:23](=[CH:24][CH:25]=1)[C:22]([CH3:27])([CH3:26])[CH2:21][CH2:20][C:19]2([CH3:29])[CH3:28])[C:3]([NH:5][C:6]1[CH:15]=[CH:14][C:9]([C:10]([O:12]C)=[O:11])=[CH:8][CH:7]=1)=[O:4].O.[OH-].[Na+]. The catalyst is CO. The product is [F:1][C:2]([F:30])([C:16]1[CH:17]=[C:18]2[C:23](=[CH:24][CH:25]=1)[C:22]([CH3:26])([CH3:27])[CH2:21][CH2:20][C:19]2([CH3:29])[CH3:28])[C:3]([NH:5][C:6]1[CH:7]=[CH:8][C:9]([C:10]([OH:12])=[O:11])=[CH:14][CH:15]=1)=[O:4]. The yield is 0.350. (6) The reactants are [Cl:1][C:2]1[CH:3]=[C:4]2[C:9](=[CH:10][CH:11]=1)[N:8]=[C:7]([NH:12][C:13](=[O:17])OCC)[C:6]([O:18][CH3:19])=[N:5]2.[CH3:20][O:21][C:22]1[CH:23]=[C:24]([N:30]2[CH2:35][CH2:34][NH:33][CH2:32][CH2:31]2)[CH:25]=[C:26]([O:28][CH3:29])[CH:27]=1. No catalyst specified. The product is [Cl:1][C:2]1[CH:3]=[C:4]2[C:9](=[CH:10][CH:11]=1)[N:8]=[C:7]([NH:12][C:13]([N:33]1[CH2:32][CH2:31][N:30]([C:24]3[CH:23]=[C:22]([O:21][CH3:20])[CH:27]=[C:26]([O:28][CH3:29])[CH:25]=3)[CH2:35][CH2:34]1)=[O:17])[C:6]([O:18][CH3:19])=[N:5]2. The yield is 0.910. (7) The reactants are Br[C:2]1[CH:3]=[C:4]([NH:9][S:10]([C:13]2[CH:18]=[CH:17][C:16]([OH:19])=[CH:15][CH:14]=2)(=[O:12])=[O:11])[CH:5]=[C:6]([F:8])[CH:7]=1.[B:20]1([B:20]2[O:24][C:23]([CH3:26])([CH3:25])[C:22]([CH3:28])([CH3:27])[O:21]2)[O:24][C:23]([CH3:26])([CH3:25])[C:22]([CH3:28])([CH3:27])[O:21]1.C([O-])(=O)C.[K+].O. The catalyst is O1CCOCC1.C(OCC)(=O)C. The product is [F:8][C:6]1[CH:5]=[C:4]([NH:9][S:10]([C:13]2[CH:18]=[CH:17][C:16]([OH:19])=[CH:15][CH:14]=2)(=[O:12])=[O:11])[CH:3]=[C:2]([B:20]2[O:24][C:23]([CH3:26])([CH3:25])[C:22]([CH3:28])([CH3:27])[O:21]2)[CH:7]=1. The yield is 0.640.